Dataset: Reaction yield outcomes from USPTO patents with 853,638 reactions. Task: Predict the reaction yield, written as a fraction of the theoretical maximum amount of product (1.0 means a 100% yield; for example, 0.34 means a 34% yield). (1) The reactants are [CH3:1][N:2]1[C@H:11]2[C@H:6]([CH2:7][CH2:8][CH2:9][CH2:10]2)[N:5](C(OCC2C=CC=CC=2)=O)[CH2:4][CH2:3]1. The catalyst is CO. The product is [CH3:1][N:2]1[C@H:11]2[C@H:6]([CH2:7][CH2:8][CH2:9][CH2:10]2)[NH:5][CH2:4][CH2:3]1. The yield is 1.00. (2) The reactants are [S:1]([C:22]1[C:27]([NH:28][S:29]([C:32]2[CH:37]=[CH:36][C:35]([Cl:38])=[CH:34][C:33]=2[F:39])(=[O:31])=[O:30])=[CH:26][C:25]([Cl:40])=[CH:24][CH:23]=1)[S:1][C:22]1[C:27]([NH:28][S:29]([C:32]2[CH:37]=[CH:36][C:35]([Cl:38])=[CH:34][C:33]=2[F:39])(=[O:30])=[O:31])=[CH:26][C:25]([Cl:40])=[CH:24][CH:23]=1.C([O-])(O)=O.[Na+].C1(P(C2C=CC=CC=2)C2C=CC=CC=2)C=CC=CC=1.Br[CH2:66][CH2:67][C:68]([O:70][CH3:71])=[O:69]. The catalyst is C(Cl)Cl.O1CCOCC1.CCOC(C)=O. The product is [Cl:40][C:25]1[CH:24]=[CH:23][C:22]([S:1][CH2:66][CH2:67][C:68]([O:70][CH3:71])=[O:69])=[C:27]([NH:28][S:29]([C:32]2[CH:37]=[CH:36][C:35]([Cl:38])=[CH:34][C:33]=2[F:39])(=[O:30])=[O:31])[CH:26]=1. The yield is 0.770.